From a dataset of Peptide-MHC class I binding affinity with 185,985 pairs from IEDB/IMGT. Regression. Given a peptide amino acid sequence and an MHC pseudo amino acid sequence, predict their binding affinity value. This is MHC class I binding data. (1) The peptide sequence is GAAVTLNRIK. The MHC is HLA-A03:01 with pseudo-sequence HLA-A03:01. The binding affinity (normalized) is 0.310. (2) The peptide sequence is RPRLWRSVI. The MHC is HLA-B39:01 with pseudo-sequence HLA-B39:01. The binding affinity (normalized) is 0.0847. (3) The peptide sequence is ISRPGIRL. The MHC is H-2-Kb with pseudo-sequence H-2-Kb. The binding affinity (normalized) is 0.367. (4) The peptide sequence is SLVENNFFT. The MHC is HLA-A03:01 with pseudo-sequence HLA-A03:01. The binding affinity (normalized) is 0. (5) The peptide sequence is KQFKQDAKY. The MHC is HLA-B46:01 with pseudo-sequence HLA-B46:01. The binding affinity (normalized) is 0.0847. (6) The peptide sequence is RPRLDSITY. The MHC is HLA-B07:02 with pseudo-sequence HLA-B07:02. The binding affinity (normalized) is 0.566. (7) The peptide sequence is PTPGQRNPYEN. The MHC is Mamu-A01 with pseudo-sequence Mamu-A01. The binding affinity (normalized) is 0.0825. (8) The peptide sequence is MVDESMMMS. The MHC is HLA-B58:01 with pseudo-sequence HLA-B58:01. The binding affinity (normalized) is 0.0847. (9) The peptide sequence is RVYLNGIGK. The MHC is HLA-A26:02 with pseudo-sequence HLA-A26:02. The binding affinity (normalized) is 0.0847. (10) The peptide sequence is FLWEWASAR. The MHC is HLA-A68:01 with pseudo-sequence HLA-A68:01. The binding affinity (normalized) is 0.540.